Dataset: Full USPTO retrosynthesis dataset with 1.9M reactions from patents (1976-2016). Task: Predict the reactants needed to synthesize the given product. (1) Given the product [Br:1][C:2]1[C:3]([NH2:12])=[C:4]([N+:9]([O-:11])=[O:10])[C:5]([N:17]2[CH2:18][CH2:19][N:14]([CH3:13])[CH2:15][CH2:16]2)=[N:6][CH:7]=1, predict the reactants needed to synthesize it. The reactants are: [Br:1][C:2]1[C:3]([NH2:12])=[C:4]([N+:9]([O-:11])=[O:10])[C:5](Cl)=[N:6][CH:7]=1.[CH3:13][N:14]1[CH2:19][CH2:18][NH:17][CH2:16][CH2:15]1. (2) The reactants are: [CH3:1][C@:2]1([NH:21][C:22]2[CH:27]=[N:26][C:25]([C:28]([F:31])([F:30])[F:29])=[CH:24][N:23]=2)[CH2:6][CH2:5][CH2:4][C@@H:3]1[NH:7][C:8]([C:10]1[C:15]([N:16]2[N:20]=[CH:19][CH:18]=[N:17]2)=[CH:14][CH:13]=[CH:12]N=1)=[O:9].[CH3:32][C@]1(NC2C=NC(C(F)(F)F)=CN=2)CCC[C@@H]1N.N1N(C2C=CC=CC=2C(O)=O)N=CC=1. Given the product [CH3:1][C@:2]1([NH:21][C:22]2[CH:27]=[N:26][C:25]([C:28]([F:29])([F:30])[F:31])=[CH:24][N:23]=2)[CH2:6][CH2:5][CH2:4][C@@H:3]1[NH:7][C:8](=[O:9])[C:10]1[CH:32]=[CH:12][CH:13]=[CH:14][C:15]=1[N:16]1[N:20]=[CH:19][CH:18]=[N:17]1, predict the reactants needed to synthesize it. (3) Given the product [CH2:1]([N:8]1[CH2:12][C@H:11]([O:13][Si:14]([C:17]([CH3:19])([CH3:18])[CH3:20])([CH3:15])[CH3:16])[C@H:10]([NH2:21])[CH2:9]1)[C:2]1[CH:3]=[CH:4][CH:5]=[CH:6][CH:7]=1, predict the reactants needed to synthesize it. The reactants are: [CH2:1]([N:8]1[CH2:12][C@H:11]([O:13][Si:14]([C:17]([CH3:20])([CH3:19])[CH3:18])([CH3:16])[CH3:15])[C@H:10]([N:21]=[N+]=[N-])[CH2:9]1)[C:2]1[CH:7]=[CH:6][CH:5]=[CH:4][CH:3]=1.C1(P(C2C=CC=CC=2)C2C=CC=CC=2)C=CC=CC=1. (4) Given the product [CH2:1]([C:5]1[C:6](=[O:22])[CH2:7][CH2:8][C:9]2([CH3:21])[C:18]=1[CH2:17][CH2:16][C:15]1[C:10]2=[CH:11][CH:12]=[C:13]([OH:19])[CH:14]=1)[CH2:2][CH2:3][CH3:4], predict the reactants needed to synthesize it. The reactants are: [CH2:1]([C:5]1[C:6](=[O:22])[CH2:7][CH2:8][C:9]2([CH3:21])[C:18]=1[CH2:17][CH2:16][C:15]1[C:10]2=[CH:11][CH:12]=[C:13]([O:19]C)[CH:14]=1)[CH2:2][CH2:3][CH3:4].C(Cl)Cl.